From a dataset of Forward reaction prediction with 1.9M reactions from USPTO patents (1976-2016). Predict the product of the given reaction. (1) Given the reactants [O:1]=[C:2]1[CH2:11][CH2:10][C:9]2[C:4](=[CH:5][CH:6]=[CH:7][CH:8]=2)[N:3]1[CH2:12][C:13]([OH:15])=O.[NH2:16][C:17]1[S:18][CH:19]=[C:20]([CH3:26])[C:21]=1[C:22]([O:24][CH3:25])=[O:23], predict the reaction product. The product is: [CH3:26][C:20]1[C:21]([C:22]([O:24][CH3:25])=[O:23])=[C:17]([NH:16][C:13](=[O:15])[CH2:12][N:3]2[C:4]3[C:9](=[CH:8][CH:7]=[CH:6][CH:5]=3)[CH2:10][CH2:11][C:2]2=[O:1])[S:18][CH:19]=1. (2) Given the reactants S(Cl)([Cl:3])=O.[F:5][C:6]1[CH:7]=[CH:8][C:9]([CH2:12]O)=[N:10][CH:11]=1.C(=O)(O)[O-].[Na+].[ClH:19], predict the reaction product. The product is: [ClH:3].[Cl:19][CH2:12][C:9]1[CH:8]=[CH:7][C:6]([F:5])=[CH:11][N:10]=1.